Dataset: Catalyst prediction with 721,799 reactions and 888 catalyst types from USPTO. Task: Predict which catalyst facilitates the given reaction. (1) Reactant: F[C:2]1[CH:9]=[C:8]([C:10]2[CH:15]=[CH:14][C:13]([C:16]([F:19])([F:18])[F:17])=[CH:12][CH:11]=2)[CH:7]=[CH:6][C:3]=1[C:4]#[N:5].[CH3:20][SH:21].[Na]. Product: [CH3:20][S:21][C:2]1[CH:9]=[C:8]([C:10]2[CH:15]=[CH:14][C:13]([C:16]([F:19])([F:18])[F:17])=[CH:12][CH:11]=2)[CH:7]=[CH:6][C:3]=1[C:4]#[N:5]. The catalyst class is: 9. (2) Reactant: I[C:2]1[C:10]([S:11][CH3:12])=[CH:9][C:5]2[O:6][CH2:7][O:8][C:4]=2[CH:3]=1.CC1C=CC2C=CC3C=CC(C)=NC=3C=2N=1.O.CC([O-])(C)C.[Na+].[CH3:36][O:37][C:38]1[CH:65]=[CH:64][C:41]([CH2:42][N:43]2[C:51]3[CH:50]=[CH:49][N:48]=[C:47]([NH2:52])[C:46]=3[N:45]=[C:44]2[S:53]C2C(C)=CC3OCOC=3C=2)=[CH:40][CH:39]=1. Product: [CH3:36][O:37][C:38]1[CH:39]=[CH:40][C:41]([CH2:42][N:43]2[C:51]3[CH:50]=[CH:49][N:48]=[C:47]([NH2:52])[C:46]=3[N:45]=[C:44]2[S:53][C:2]2[C:10]([S:11][CH3:12])=[CH:9][C:5]3[O:6][CH2:7][O:8][C:4]=3[CH:3]=2)=[CH:64][CH:65]=1. The catalyst class is: 122. (3) Reactant: [C:1]([C:4]1[CH:5]=[C:6]([C:12]([OH:14])=[O:13])[C:7](=[O:11])[NH:8][C:9]=1[CH3:10])(=[O:3])[CH3:2].[C:15](Cl)(=O)C(Cl)=O. Product: [C:1]([C:4]1[CH:5]=[C:6]([C:12]([O:14][CH3:15])=[O:13])[C:7](=[O:11])[NH:8][C:9]=1[CH3:10])(=[O:3])[CH3:2]. The catalyst class is: 5.